Dataset: Peptide-MHC class II binding affinity with 134,281 pairs from IEDB. Task: Regression. Given a peptide amino acid sequence and an MHC pseudo amino acid sequence, predict their binding affinity value. This is MHC class II binding data. (1) The peptide sequence is GARRSGDVLWDIPTP. The MHC is DRB1_0301 with pseudo-sequence DRB1_0301. The binding affinity (normalized) is 0.390. (2) The peptide sequence is ANVMAASLRKAGKSV. The MHC is HLA-DQA10201-DQB10402 with pseudo-sequence HLA-DQA10201-DQB10402. The binding affinity (normalized) is 0.631.